From a dataset of Forward reaction prediction with 1.9M reactions from USPTO patents (1976-2016). Predict the product of the given reaction. (1) Given the reactants [Cl:1][C:2]1[CH:28]=[CH:27][C:5]([CH2:6][N:7]2[C:15]3[C:10](=[CH:11][CH:12]=[CH:13][CH:14]=3)[CH:9]=[C:8]2[C:16]([N:18]2[CH2:23][CH2:22][CH:21]([C:24]([OH:26])=O)[CH2:20][CH2:19]2)=[O:17])=[CH:4][CH:3]=1.CCN=C=NCCCN(C)C.ON1C2C=CC=CC=2N=N1.[F:50][C:51]1[CH:56]=[CH:55][C:54]([CH2:57][CH2:58][NH2:59])=[CH:53][CH:52]=1, predict the reaction product. The product is: [Cl:1][C:2]1[CH:28]=[CH:27][C:5]([CH2:6][N:7]2[C:15]3[C:10](=[CH:11][CH:12]=[CH:13][CH:14]=3)[CH:9]=[C:8]2[C:16]([N:18]2[CH2:23][CH2:22][CH:21]([C:24]([NH:59][CH2:58][CH2:57][C:54]3[CH:55]=[CH:56][C:51]([F:50])=[CH:52][CH:53]=3)=[O:26])[CH2:20][CH2:19]2)=[O:17])=[CH:4][CH:3]=1. (2) Given the reactants [OH:1][CH2:2][C:3]([NH:8][C:9]1[CH:14]=[CH:13][C:12]([N+:15]([O-])=O)=[CH:11][CH:10]=1)([CH2:6][OH:7])[CH2:4][OH:5].C1CCCCC=1, predict the reaction product. The product is: [NH2:15][C:12]1[CH:11]=[CH:10][C:9]([NH:8][C:3]([CH2:4][OH:5])([CH2:6][OH:7])[CH2:2][OH:1])=[CH:14][CH:13]=1. (3) Given the reactants [C:1]([C:5]1[CH:6]=[C:7]([CH:11]=[C:12]([C:14]([CH3:17])([CH3:16])[CH3:15])[CH:13]=1)[C:8](O)=[O:9])([CH3:4])([CH3:3])[CH3:2].C(N(CC)CC)C.Cl.[CH3:26][O:27][NH:28][CH3:29].C1C=CC2N(O)N=NC=2C=1, predict the reaction product. The product is: [C:1]([C:5]1[CH:6]=[C:7]([CH:11]=[C:12]([C:14]([CH3:17])([CH3:16])[CH3:15])[CH:13]=1)[C:8]([N:28]([O:27][CH3:26])[CH3:29])=[O:9])([CH3:4])([CH3:3])[CH3:2]. (4) The product is: [CH3:1][O:2][C:3](=[O:32])[NH:4][CH:5]([C:9]([N:11]1[CH2:12][C:13](=[O:14])[CH2:18][CH:19]1[C:20]1[NH:21][C:22]([C:25]2[CH:26]=[CH:27][C:28]([Br:31])=[CH:29][CH:30]=2)=[CH:23][N:24]=1)=[O:10])[CH:6]([CH3:8])[CH3:7]. Given the reactants [CH3:1][O:2][C:3](=[O:32])[NH:4][CH:5]([C:9]([N:11]1[CH:19]([C:20]2[NH:21][C:22]([C:25]3[CH:30]=[CH:29][C:28]([Br:31])=[CH:27][CH:26]=3)=[CH:23][N:24]=2)[CH2:18][C:13]2(OCC[O:14]2)[CH2:12]1)=[O:10])[CH:6]([CH3:8])[CH3:7].O.CC1C=CC(S(O)(=O)=O)=CC=1.O.CC1C=CC(S(O)(=O)=O)=CC=1, predict the reaction product. (5) The product is: [C:49]([O:53][C:54](=[O:55])[N:56]([C@@H:57]([CH:61]1[CH2:63][CH2:62]1)[C:58]([NH:12][C@@H:13]([CH:41]1[CH2:46][CH2:45][C:44]([F:47])([F:48])[CH2:43][CH2:42]1)[C:14]([N:16]1[C@H:21]([C:22](=[O:23])[NH:24][C@H:25]2[C:34]3[C:29](=[CH:30][CH:31]=[CH:32][CH:33]=3)[O:28][CH2:27][CH2:26]2)[CH2:20][N:19]2[CH2:35][C@H:36]([O:38][CH2:39][CH3:40])[CH2:37][C@@H:18]2[CH2:17]1)=[O:15])=[O:59])[CH3:64])([CH3:52])([CH3:50])[CH3:51]. Given the reactants C(N(CC)C(C)C)(C)C.Cl.Cl.[NH2:12][C@@H:13]([CH:41]1[CH2:46][CH2:45][C:44]([F:48])([F:47])[CH2:43][CH2:42]1)[C:14]([N:16]1[C@H:21]([C:22]([NH:24][C@H:25]2[C:34]3[C:29](=[CH:30][CH:31]=[CH:32][CH:33]=3)[O:28][CH2:27][CH2:26]2)=[O:23])[CH2:20][N:19]2[CH2:35][C@H:36]([O:38][CH2:39][CH3:40])[CH2:37][C@@H:18]2[CH2:17]1)=[O:15].[C:49]([O:53][C:54]([N:56]([CH3:64])[C@@H:57]([CH:61]1[CH2:63][CH2:62]1)[C:58](O)=[O:59])=[O:55])([CH3:52])([CH3:51])[CH3:50].Cl.C(N=C=NCCCN(C)C)C.ON1C2C=CC=CC=2N=N1, predict the reaction product.